This data is from Full USPTO retrosynthesis dataset with 1.9M reactions from patents (1976-2016). The task is: Predict the reactants needed to synthesize the given product. (1) Given the product [ClH:57].[F:21][C:18]1[CH:19]=[C:20]2[C:15]([CH:14]=[CH:13][C:12](=[O:22])[N:11]2[CH2:10][CH2:9][N:5]2[CH2:6][C@@H:7]([OH:8])[C@@H:3]([CH2:2][NH:1][CH2:34][C:32]3[CH:31]=[CH:30][C:27]4[O:28][CH2:29][C:24](=[O:23])[NH:25][C:26]=4[N:33]=3)[CH2:4]2)=[N:16][CH:17]=1, predict the reactants needed to synthesize it. The reactants are: [NH2:1][CH2:2][C@@H:3]1[C@H:7]([OH:8])[CH2:6][N:5]([CH2:9][CH2:10][N:11]2[C:20]3[C:15](=[N:16][CH:17]=[C:18]([F:21])[CH:19]=3)[CH:14]=[CH:13][C:12]2=[O:22])[CH2:4]1.[O:23]=[C:24]1[CH2:29][O:28][C:27]2[CH:30]=[CH:31][C:32]([CH:34]=O)=[N:33][C:26]=2[NH:25]1.C(=O)([O-])[O-].[Na+].[Na+].C(O[BH-](OC(=O)C)OC(=O)C)(=O)C.[Na+].C(Cl)[Cl:57]. (2) Given the product [CH2:1]([O:4][C:5](=[O:25])[NH:6][C:7]1[CH:12]=[CH:11][CH:10]=[C:9]([C:13]2[N:30]=[C:28]([C:27]([CH3:32])([CH3:31])[CH3:26])[O:29][C:14]=2[C:15]2[CH:20]=[CH:19][N:18]=[C:17]([Cl:21])[N:16]=2)[C:8]=1[F:24])[CH:2]=[CH2:3], predict the reactants needed to synthesize it. The reactants are: [CH2:1]([O:4][C:5](=[O:25])[NH:6][C:7]1[CH:12]=[CH:11][CH:10]=[C:9]([C:13](=O)[CH:14](Br)[C:15]2[CH:20]=[CH:19][N:18]=[C:17]([Cl:21])[N:16]=2)[C:8]=1[F:24])[CH:2]=[CH2:3].[CH3:26][C:27]([CH3:32])([CH3:31])[C:28]([NH2:30])=[O:29].O. (3) Given the product [Cl:21][C:22]1[CH:23]=[C:24]([S:29]([NH:1][C@@H:2]2[CH2:6][CH2:5][N:4]([C:7]#[N:16])[CH2:3]2)(=[O:31])=[O:30])[CH:25]=[C:26]([Cl:28])[CH:27]=1, predict the reactants needed to synthesize it. The reactants are: [NH2:1][C@@H:2]1[CH2:6][CH2:5][N:4]([C:7](OC(C)(C)C)=O)[CH2:3]1.C([N:16](CC)CC)C.[Cl:21][C:22]1[CH:23]=[C:24]([S:29](Cl)(=[O:31])=[O:30])[CH:25]=[C:26]([Cl:28])[CH:27]=1.CCN(C(C)C)C(C)C.BrC#N. (4) Given the product [CH2:2]([O:1][CH2:6][C:7]([NH:9][C:10]1[S:11][C:12]([C:20]([CH:22]2[CH2:27][CH2:26][O:25][CH2:24][CH2:23]2)=[O:21])=[C:13]([C:15]2[O:16][CH:17]=[CH:18][CH:19]=2)[N:14]=1)=[O:8])[CH3:3], predict the reactants needed to synthesize it. The reactants are: [O-:1][CH2:2][CH3:3].[Na+].Br[CH2:6][C:7]([NH:9][C:10]1[S:11][C:12]([C:20]([CH:22]2[CH2:27][CH2:26][O:25][CH2:24][CH2:23]2)=[O:21])=[C:13]([C:15]2[O:16][CH:17]=[CH:18][CH:19]=2)[N:14]=1)=[O:8]. (5) Given the product [NH2:8][CH2:9][CH2:10][CH2:11][CH2:12][CH:13]([C:19]1[N:20]=[CH:21][N:22]2[C:31]3[C:26](=[CH:27][CH:28]=[CH:29][CH:30]=3)[CH2:25][CH2:24][C:23]=12)[C:14]([OH:16])=[O:15], predict the reactants needed to synthesize it. The reactants are: C(OC([NH:8][CH2:9][CH2:10][CH2:11][CH2:12][C:13](C#N)([C:19]1[N:20]=[CH:21][N:22]2[C:31]3[C:26](=[CH:27][CH:28]=[CH:29][CH:30]=3)[CH2:25][CH2:24][C:23]=12)[C:14]([O:16]CC)=[O:15])=O)(C)(C)C.Cl. (6) The reactants are: [S:1]([OH:5])([OH:4])(=[O:3])=[O:2].[NH2:6]O.NO.S([O-])([O-])=[O:11].[NH4+].[NH4+].[N+:16]([O-])([O-])=[O:17].[NH4+].S(=O)=O.S([O-])(O)(=O)=O. Given the product [S:1]([OH:5])([OH:4])(=[O:3])=[O:2].[NH2:16][OH:17].[OH2:11].[NH3:6], predict the reactants needed to synthesize it. (7) Given the product [Br:12][C:9]1[CH:8]=[N:7][C:6]2[N:1]=[C:2]([NH2:11])[N:3]=[CH:4][C:5]=2[CH:10]=1, predict the reactants needed to synthesize it. The reactants are: [N:1]1[C:6]2[N:7]=[CH:8][CH:9]=[CH:10][C:5]=2[CH:4]=[N:3][C:2]=1[NH2:11].[Br:12]Br.